This data is from Drug-induced liver injury (DILI) classification data. The task is: Regression/Classification. Given a drug SMILES string, predict its toxicity properties. Task type varies by dataset: regression for continuous values (e.g., LD50, hERG inhibition percentage) or binary classification for toxic/non-toxic outcomes (e.g., AMES mutagenicity, cardiotoxicity, hepatotoxicity). Dataset: dili. (1) The compound is O=c1[nH]cc(F)c(=O)[nH]1. The result is 1 (causes liver injury). (2) The drug is Cc1ccccc1C(OCCN(C)C)c1ccccc1. The result is 0 (no liver injury). (3) The compound is CN1C(=C(O)Nc2ccccn2)C(=O)c2ccccc2S1(=O)=O. The result is 1 (causes liver injury). (4) The drug is Cc1c(-c2ccccc2)oc2c(C(=O)OCCN3CCCCC3)cccc2c1=O. The result is 0 (no liver injury). (5) The drug is NS(=O)(=O)Cc1noc2ccccc12. The result is 1 (causes liver injury). (6) The drug is CC(C)c1c(C(=O)Nc2ccccc2)c(-c2ccccc2)c(-c2ccc(F)cc2)n1CCC(O)CC(O)CC(=O)O. The result is 1 (causes liver injury). (7) The drug is CC12CC(=CO)C(=O)CC1CCC1C2CCC2(C)C1CCC2(C)O. The result is 1 (causes liver injury). (8) The drug is COC1=CC(=O)CC(C)C12Oc1c(Cl)c(OC)cc(OC)c1C2=O. The result is 1 (causes liver injury). (9) The molecule is Cc1ncc2n1-c1ccc(Cl)cc1C(c1ccccc1F)=NC2. The result is 0 (no liver injury). (10) The drug is CCc1nc(N)nc(N)c1-c1ccc(Cl)cc1. The result is 1 (causes liver injury).